This data is from Peptide-MHC class II binding affinity with 134,281 pairs from IEDB. The task is: Regression. Given a peptide amino acid sequence and an MHC pseudo amino acid sequence, predict their binding affinity value. This is MHC class II binding data. The peptide sequence is VVLFAVFLGSAYGIP. The MHC is HLA-DQA10301-DQB10302 with pseudo-sequence HLA-DQA10301-DQB10302. The binding affinity (normalized) is 0.281.